This data is from Catalyst prediction with 721,799 reactions and 888 catalyst types from USPTO. The task is: Predict which catalyst facilitates the given reaction. (1) Reactant: [CH3:1][N:2]([CH3:8])[CH2:3][CH:4]([OH:7])[CH2:5][OH:6].[CH3:9][I:10]. Product: [I-:10].[OH:7][CH:4]([CH2:5][OH:6])[CH2:3][N+:2]([CH3:9])([CH3:8])[CH3:1]. The catalyst class is: 2. (2) Reactant: [F:1][C:2]1[CH:3]=[CH:4][C:5]([CH3:30])=[C:6]([S:8]([N:11]([CH3:29])[N:12]=[CH:13][C:14]2[N:18]3[CH:19]=[C:20]([C:23]4[CH:24]=[N:25][CH:26]=[CH:27][CH:28]=4)[CH:21]=[CH:22][C:17]3=[N:16][CH:15]=2)(=[O:10])=[O:9])[CH:7]=1.ClC1C=C(C=CC=1)C(OO)=[O:36].O. Product: [F:1][C:2]1[CH:3]=[CH:4][C:5]([CH3:30])=[C:6]([S:8]([N:11]([CH3:29])[N:12]=[CH:13][C:14]2[N:18]3[CH:19]=[C:20]([C:23]4[CH:24]=[N+:25]([O-:36])[CH:26]=[CH:27][CH:28]=4)[CH:21]=[CH:22][C:17]3=[N:16][CH:15]=2)(=[O:9])=[O:10])[CH:7]=1. The catalyst class is: 2. (3) Reactant: [F:1][C:2]1[CH:9]=[N:8][CH:7]=[CH:6][C:3]=1[CH:4]=[O:5].C(O)C.[BH4-].[Na+]. Product: [F:1][C:2]1[CH:9]=[N:8][CH:7]=[CH:6][C:3]=1[CH2:4][OH:5]. The catalyst class is: 6. (4) Reactant: [C:1](Cl)(=[O:8])[C:2]1[CH:7]=[CH:6][CH:5]=[CH:4][CH:3]=1.[CH2:10]([N:12]([CH2:15][CH2:16][CH2:17][C:18]1[CH:23]=[CH:22][C:21]([N+:24]([O-])=O)=[CH:20][CH:19]=1)[CH2:13][CH3:14])[CH3:11]. Product: [CH2:13]([N:12]([CH2:10][CH3:11])[CH2:15][CH2:16][CH2:17][C:18]1[CH:19]=[CH:20][C:21]([NH:24][C:1](=[O:8])[C:2]2[CH:7]=[CH:6][CH:5]=[CH:4][CH:3]=2)=[CH:22][CH:23]=1)[CH3:14]. The catalyst class is: 529. (5) Reactant: I[C:2]1[N:10]=[CH:9][N:8]=[C:7]2[C:3]=1[N:4]=[CH:5][N:6]2[C@H:11]1[C@@H:15]2[O:16][C:17]([CH3:20])([CH3:19])[O:18][C@@H:14]2[C@@H:13]([CH2:21][NH:22][S:23]([NH2:26])(=[O:25])=[O:24])[O:12]1.[C:27]1([C:33]#[CH:34])[CH:32]=[CH:31][CH:30]=[CH:29][CH:28]=1.CCN(C(C)C)C(C)C. Product: [CH3:19][C:17]1([CH3:20])[O:16][C@H:15]2[C@H:11]([N:6]3[CH:5]=[N:4][C:3]4[C:7]3=[N:8][CH:9]=[N:10][C:2]=4[C:34]#[C:33][C:27]3[CH:32]=[CH:31][CH:30]=[CH:29][CH:28]=3)[O:12][C@H:13]([CH2:21][NH:22][S:23]([NH2:26])(=[O:25])=[O:24])[C@H:14]2[O:18]1. The catalyst class is: 654.